Dataset: Forward reaction prediction with 1.9M reactions from USPTO patents (1976-2016). Task: Predict the product of the given reaction. (1) Given the reactants [NH:1]1[C:9]2[C:4](=[CH:5][CH:6]=[CH:7][CH:8]=2)[CH2:3][C:2]1=[O:10].C[Si](C)(C)[N-][Si](C)(C)C.[Na+].N#N.[CH2:23]1[CH2:27]OCC1, predict the reaction product. The product is: [CH3:9][N:1]1[CH2:23][CH2:27][C:3]2([C:4]3[C:9](=[CH:8][CH:7]=[CH:6][CH:5]=3)[NH:1][C:2]2=[O:10])[CH2:3][CH2:2]1. (2) Given the reactants I[C:2]1[CH:3]=[N:4][CH:5]=[N:6][CH:7]=1.[F:8][C:9]([F:14])([F:13])[C:10]([OH:12])=[O:11].[Cl:15][C:16]1[C:17]([F:50])=[C:18]([C:23]2[N:24]=[CH:25][N:26]([C@@H:30]3[C:46]4[CH:47]=[C:42]([CH:43]=[CH:44][N:45]=4)[C:41]4[NH:40][N:39]=[CH:38][C:37]=4[NH:36][C:35](=[O:48])[C@H:34]([CH3:49])[CH2:33][CH2:32][CH2:31]3)[C:27](=[O:29])[CH:28]=2)[C:19]([F:22])=[CH:20][CH:21]=1, predict the reaction product. The product is: [F:8][C:9]([F:14])([F:13])[C:10]([OH:12])=[O:11].[Cl:15][C:16]1[C:17]([F:50])=[C:18]([C:23]2[N:24]=[CH:25][N:26]([C@@H:30]3[C:46]4[CH:47]=[C:42]([CH:43]=[CH:44][N:45]=4)[C:41]4[C:37](=[CH:38][N:39]([C:2]5[CH:3]=[N:4][CH:5]=[N:6][CH:7]=5)[N:40]=4)[NH:36][C:35](=[O:48])[C@H:34]([CH3:49])[CH2:33][CH2:32][CH2:31]3)[C:27](=[O:29])[CH:28]=2)[C:19]([F:22])=[CH:20][CH:21]=1.